This data is from Forward reaction prediction with 1.9M reactions from USPTO patents (1976-2016). The task is: Predict the product of the given reaction. (1) Given the reactants [NH2:1][C:2]1[C:7]([NH2:8])=[C:6]([NH:9][C@@H:10]2[C@@H:15]3[CH2:16][C@@H:12]([CH:13]=[CH:14]3)[C@@H:11]2[C:17]([NH2:19])=[O:18])[CH:5]=[CH:4][N:3]=1.[CH3:20][N:21]1[CH:25]=[C:24]([CH:26]=O)[CH:23]=[N:22]1, predict the reaction product. The product is: [CH3:20][N:21]1[CH:25]=[C:24]([C:26]2[NH:1][C:2]3=[N:3][CH:4]=[CH:5][C:6]([NH:9][C@@H:10]4[C@@H:15]5[CH2:16][C@@H:12]([CH:13]=[CH:14]5)[C@@H:11]4[C:17]([NH2:19])=[O:18])=[C:7]3[N:8]=2)[CH:23]=[N:22]1. (2) The product is: [Cl:11][C:4]1[C:5]([CH3:10])=[C:6]([Cl:9])[C:7]2[O:8][CH2:13][C:14](=[O:15])[NH:1][C:2]=2[CH:3]=1. Given the reactants [NH2:1][C:2]1[C:7]([OH:8])=[C:6]([Cl:9])[C:5]([CH3:10])=[C:4]([Cl:11])[CH:3]=1.Cl[CH2:13][C:14](Cl)=[O:15].C([O-])([O-])=O.[K+].[K+], predict the reaction product. (3) Given the reactants Br[C:2]1[CH:3]=[C:4]2[C:9](=[CH:10][CH:11]=1)[N:8]=[CH:7][C:6]([C:12](=[O:14])[CH3:13])=[C:5]2[NH:15][C:16]1[CH:17]=[N:18][C:19]([NH:22][CH2:23][CH2:24][N:25]([CH3:27])[CH3:26])=[CH:20][CH:21]=1.[Cl:28][C:29]1[CH:34]=[C:33](B2OC(C)(C)C(C)(C)O2)[CH:32]=[C:31]([F:44])[C:30]=1[OH:45], predict the reaction product. The product is: [Cl:28][C:29]1[CH:34]=[C:33]([C:2]2[CH:3]=[C:4]3[C:9](=[CH:10][CH:11]=2)[N:8]=[CH:7][C:6]([C:12](=[O:14])[CH3:13])=[C:5]3[NH:15][C:16]2[CH:17]=[N:18][C:19]([NH:22][CH2:23][CH2:24][N:25]([CH3:27])[CH3:26])=[CH:20][CH:21]=2)[CH:32]=[C:31]([F:44])[C:30]=1[OH:45]. (4) Given the reactants [F:1][C:2]([F:13])([F:12])[C:3]1[CH:11]=[CH:10][CH:9]=[C:8]2[C:4]=1[CH:5]=[CH:6][NH:7]2.C([BH3-])#N.[Na+].O.[OH-].[Na+], predict the reaction product. The product is: [F:13][C:2]([F:1])([F:12])[C:3]1[CH:11]=[CH:10][CH:9]=[C:8]2[C:4]=1[CH2:5][CH2:6][NH:7]2. (5) Given the reactants [CH2:1]([C:3]1[CH:8]=[CH:7][C:6]([OH:9])=[CH:5][C:4]=1[CH:10]1[C:15](=[O:16])[C:14]([CH3:18])([CH3:17])[O:13][C:12]([CH3:20])([CH3:19])[C:11]1=[O:21])[CH3:2].[Cl:22][C:23]1[CH:28]=[C:27](F)[CH:26]=[CH:25][C:24]=1[N+:30]([O-:32])=[O:31].C(=O)([O-])[O-].[K+].[K+].Cl, predict the reaction product. The product is: [Cl:22][C:23]1[CH:28]=[C:27]([CH:26]=[CH:25][C:24]=1[N+:30]([O-:32])=[O:31])[O:9][C:6]1[CH:7]=[CH:8][C:3]([CH2:1][CH3:2])=[C:4]([CH:10]2[C:15](=[O:16])[C:14]([CH3:18])([CH3:17])[O:13][C:12]([CH3:20])([CH3:19])[C:11]2=[O:21])[CH:5]=1. (6) Given the reactants [CH2:1]([N:8]1[CH2:12][C@H:11]([C:13]2[CH:18]=[CH:17][C:16]([F:19])=[C:15]([Cl:20])[CH:14]=2)[C@@H:10]([C:21](=[O:23])[CH3:22])[CH2:9]1)[C:2]1[CH:7]=[CH:6][CH:5]=[CH:4][CH:3]=1.[H-].[H-].[H-].[H-].[Li+].[Al+3], predict the reaction product. The product is: [CH2:1]([N:8]1[CH2:12][C@H:11]([C:13]2[CH:18]=[CH:17][C:16]([F:19])=[C:15]([Cl:20])[CH:14]=2)[C@@H:10]([C@H:21]([OH:23])[CH3:22])[CH2:9]1)[C:2]1[CH:3]=[CH:4][CH:5]=[CH:6][CH:7]=1.